From a dataset of Rat liver microsome stability data. Regression/Classification. Given a drug SMILES string, predict its absorption, distribution, metabolism, or excretion properties. Task type varies by dataset: regression for continuous measurements (e.g., permeability, clearance, half-life) or binary classification for categorical outcomes (e.g., BBB penetration, CYP inhibition). Dataset: rlm. (1) The molecule is Cc1nsc(N)c1C(=O)N(C)CCOc1ccccc1Cl. The result is 1 (stable in rat liver microsomes). (2) The molecule is O=C(NCC1(N2CCOCC2)CCCCC1)c1ccc2[nH]nc(-c3ccc(N4CCOCC4)cc3)c2c1. The result is 1 (stable in rat liver microsomes). (3) The compound is CCN1C(=O)CN(Cc2ccc(-c3cccc(CC4CCCCC4)n3)cc2)C1=O. The result is 1 (stable in rat liver microsomes). (4) The compound is CC(=O)c1ccc(N2CCN(S(=O)(=O)c3ccc4[nH]c(O)nc4c3)CC2)cc1. The result is 0 (unstable in rat liver microsomes).